Predict the product of the given reaction. From a dataset of Forward reaction prediction with 1.9M reactions from USPTO patents (1976-2016). (1) Given the reactants [NH2:1][CH2:2][C@H:3]1[CH2:7][CH2:6][N:5]([C:8]([O:10][C:11]([CH3:14])([CH3:13])[CH3:12])=[O:9])[CH2:4]1.[Br:15][C:16]1[O:20][C:19]([C:21](O)=[O:22])=[CH:18][CH:17]=1, predict the reaction product. The product is: [C:11]([O:10][C:8]([N:5]1[CH2:6][CH2:7][C@H:3]([CH2:2][NH:1][C:21]([C:19]2[O:20][C:16]([Br:15])=[CH:17][CH:18]=2)=[O:22])[CH2:4]1)=[O:9])([CH3:14])([CH3:13])[CH3:12]. (2) Given the reactants Br[CH2:2][C:3]([F:20])([F:19])[O:4][C:5]1[CH:13]=[C:12]2[C:8]([C:9]3[CH:17]=[CH:16][N:15]=[C:14]([CH3:18])[C:10]=3[NH:11]2)=[CH:7][CH:6]=1, predict the reaction product. The product is: [F:20][C:3]([F:19])([O:4][C:5]1[CH:13]=[C:12]2[C:8]([C:9]3[CH:17]=[CH:16][N:15]=[C:14]([CH3:18])[C:10]=3[NH:11]2)=[CH:7][CH:6]=1)[CH3:2]. (3) The product is: [C:16]([C:20]1[CH:24]=[C:23]([NH:25][C:26]([NH:28][C:29]2[CH:34]=[CH:33][C:32]([O:35][C:36]3[CH:41]=[CH:40][N:39]=[C:38]([NH:10][C:9]4[CH:11]=[C:12]([O:14][CH3:15])[CH:13]=[C:7]([S:4]([CH:1]5[CH2:3][CH2:2]5)(=[O:6])=[O:5])[CH:8]=4)[N:37]=3)=[C:31]([Cl:43])[C:30]=2[Cl:44])=[O:27])[N:22]([C:45]2[CH:50]=[CH:49][C:48]([CH3:51])=[CH:47][CH:46]=2)[N:21]=1)([CH3:19])([CH3:18])[CH3:17]. Given the reactants [CH:1]1([S:4]([C:7]2[CH:8]=[C:9]([CH:11]=[C:12]([O:14][CH3:15])[CH:13]=2)[NH2:10])(=[O:6])=[O:5])[CH2:3][CH2:2]1.[C:16]([C:20]1[CH:24]=[C:23]([NH:25][C:26]([NH:28][C:29]2[CH:34]=[CH:33][C:32]([O:35][C:36]3[CH:41]=[CH:40][N:39]=[C:38](Cl)[N:37]=3)=[C:31]([Cl:43])[C:30]=2[Cl:44])=[O:27])[N:22]([C:45]2[CH:50]=[CH:49][C:48]([CH3:51])=[CH:47][CH:46]=2)[N:21]=1)([CH3:19])([CH3:18])[CH3:17].C([O-])(O)=O.[Na+], predict the reaction product. (4) Given the reactants O[CH2:2][CH2:3][CH2:4][S:5][C:6]1[CH:11]=[CH:10][CH:9]=[CH:8][C:7]=1[OH:12].C1(P(C2C=CC=CC=2)C2C=CC=CC=2)C=CC=CC=1.N(C(OCC)=O)=NC(OCC)=O, predict the reaction product. The product is: [CH:11]1[C:6]2[S:5][CH2:4][CH2:3][CH2:2][O:12][C:7]=2[CH:8]=[CH:9][CH:10]=1. (5) Given the reactants [NH2:1][CH2:2][CH2:3][CH2:4][CH2:5][N:6]1[C:14]2[N:9]3[C:10](=[N:15][C:16]([CH3:17])=[C:8]3[C:7]1=[O:18])[CH:11]=[CH:12][CH:13]=2.C(N(CC)CC)C.[CH2:26]([S:29](Cl)(=[O:31])=[O:30])[CH2:27][CH3:28], predict the reaction product. The product is: [CH3:17][C:16]1[N:15]=[C:10]2[CH:11]=[CH:12][CH:13]=[C:14]3[N:9]2[C:8]=1[C:7](=[O:18])[N:6]3[CH2:5][CH2:4][CH2:3][CH2:2][NH:1][S:29]([CH2:26][CH2:27][CH3:28])(=[O:31])=[O:30]. (6) Given the reactants [CH3:1][N:2]([CH3:28])[S:3](=[O:27])(=[O:26])[O:4][C:5]1[CH:10]=[CH:9][CH:8]=[C:7]([C:11]2([C:19]3[CH:24]=[CH:23][CH:22]=[C:21]([Br:25])[CH:20]=3)[C:15](=[O:16])[N:14]([CH3:17])[C:13](=S)[NH:12]2)[CH:6]=1.[NH3:29].C(OO)(C)(C)C, predict the reaction product. The product is: [CH3:1][N:2]([CH3:28])[S:3](=[O:27])(=[O:26])[O:4][C:5]1[CH:10]=[CH:9][CH:8]=[C:7]([C:11]2([C:19]3[CH:24]=[CH:23][CH:22]=[C:21]([Br:25])[CH:20]=3)[C:15](=[O:16])[N:14]([CH3:17])[C:13]([NH2:29])=[N:12]2)[CH:6]=1. (7) Given the reactants [NH2:1][C:2]1[N:3]=[CH:4][C:5]([C:17]2[CH:22]=[CH:21][C:20]([C:23]([N:25]3[CH2:30][CH2:29][N:28]([CH3:31])[CH2:27][CH2:26]3)=[O:24])=[CH:19][CH:18]=2)=[N:6][C:7]=1[C:8]1[O:9][C:10]2[CH:15]=[CH:14][N:13]=[CH:12][C:11]=2[N:16]=1.CO.[CH3:34][S:35]([OH:38])(=[O:37])=[O:36], predict the reaction product. The product is: [S:35]([OH:38])(=[O:37])(=[O:36])[CH3:34].[NH2:1][C:2]1[N:3]=[CH:4][C:5]([C:17]2[CH:18]=[CH:19][C:20]([C:23]([N:25]3[CH2:30][CH2:29][N:28]([CH3:31])[CH2:27][CH2:26]3)=[O:24])=[CH:21][CH:22]=2)=[N:6][C:7]=1[C:8]1[O:9][C:10]2[CH:15]=[CH:14][N:13]=[CH:12][C:11]=2[N:16]=1. (8) Given the reactants [Cl:1][C:2]1[CH:7]=[CH:6][C:5]([C:8]2[CH:9]=[C:10]([CH2:19][O:20][C:21]3[CH:26]=[CH:25][C:24]([CH2:27][CH:28]([CH3:34])[C:29]([O:31]CC)=[O:30])=[CH:23][CH:22]=3)[C:11]3[O:15][C:14]([CH3:17])([CH3:16])[CH2:13][C:12]=3[CH:18]=2)=[CH:4][CH:3]=1.CO.[OH-].[Li+].Cl, predict the reaction product. The product is: [Cl:1][C:2]1[CH:3]=[CH:4][C:5]([C:8]2[CH:9]=[C:10]([CH2:19][O:20][C:21]3[CH:22]=[CH:23][C:24]([CH2:27][CH:28]([CH3:34])[C:29]([OH:31])=[O:30])=[CH:25][CH:26]=3)[C:11]3[O:15][C:14]([CH3:17])([CH3:16])[CH2:13][C:12]=3[CH:18]=2)=[CH:6][CH:7]=1.